This data is from Forward reaction prediction with 1.9M reactions from USPTO patents (1976-2016). The task is: Predict the product of the given reaction. (1) Given the reactants [C:1]([O:4][C@@H:5]1[CH2:9][C:8](=[O:10])[N:7]([C@@H:11]2[CH2:16][CH2:15][CH2:14][CH2:13][C@H:12]2[OH:17])[C:6]1=[O:18])(=[O:3])[CH3:2].[CH2:19]([O:26][C:27]1[CH:28]=[C:29]([CH2:35][CH2:36]OC(=N)C(Cl)(Cl)Cl)[CH:30]=[CH:31][C:32]=1[O:33][CH3:34])[C:20]1[CH:25]=[CH:24][CH:23]=[CH:22][CH:21]=1, predict the reaction product. The product is: [C:1]([O:4][C@@H:5]1[CH2:9][C:8](=[O:10])[N:7]([C@@H:11]2[CH2:16][CH2:15][CH2:14][CH2:13][C@H:12]2[O:17][CH2:36][CH2:35][C:29]2[CH:30]=[CH:31][C:32]([O:33][CH3:34])=[C:27]([O:26][CH2:19][C:20]3[CH:25]=[CH:24][CH:23]=[CH:22][CH:21]=3)[CH:28]=2)[C:6]1=[O:18])(=[O:3])[CH3:2]. (2) The product is: [Cl:1][C:2]1[CH:7]=[CH:6][C:5]([C:8]2[N:9]([CH2:22][C:23]3[CH:28]=[CH:27][C:26]([O:29][CH3:30])=[CH:25][CH:24]=3)[C:10](=[O:21])[N:11]([S:13]([C:16]3[N:20]([CH2:44][C:43]4[CH:46]=[CH:47][CH:48]=[CH:49][C:42]=4[C:41]([F:40])([F:50])[F:51])[N:19]=[CH:18][N:17]=3)(=[O:15])=[O:14])[N:12]=2)=[CH:4][CH:3]=1. Given the reactants [Cl:1][C:2]1[CH:7]=[CH:6][C:5]([C:8]2[N:9]([CH2:22][C:23]3[CH:28]=[CH:27][C:26]([O:29][CH3:30])=[CH:25][CH:24]=3)[C:10](=[O:21])[N:11]([S:13]([C:16]3[NH:20][N:19]=[CH:18][N:17]=3)(=[O:15])=[O:14])[N:12]=2)=[CH:4][CH:3]=1.C(N(CC)C(C)C)(C)C.[F:40][C:41]([F:51])([F:50])[C:42]1[CH:49]=[CH:48][CH:47]=[CH:46][C:43]=1[CH2:44]Br, predict the reaction product.